Task: Predict the product of the given reaction.. Dataset: Forward reaction prediction with 1.9M reactions from USPTO patents (1976-2016) (1) Given the reactants [Br:1][C:2]1[CH:7]=[CH:6][C:5]([OH:8])=[C:4]([O:9][CH3:10])[CH:3]=1.Cl.Cl[CH2:13][CH2:14][N:15]1[CH2:19][CH2:18][CH2:17][CH2:16]1, predict the reaction product. The product is: [Br:1][C:2]1[CH:7]=[CH:6][C:5]([O:8][CH2:13][CH2:14][N:15]2[CH2:19][CH2:18][CH2:17][CH2:16]2)=[C:4]([O:9][CH3:10])[CH:3]=1. (2) Given the reactants [CH3:1][C:2]1[CH:10]=[CH:9][C:5]2[O:6][CH2:7][O:8][C:4]=2[CH:3]=1.[N+:11]([O-])([OH:13])=[O:12], predict the reaction product. The product is: [CH3:1][C:2]1[C:10]([N+:11]([O-:13])=[O:12])=[CH:9][C:5]2[O:6][CH2:7][O:8][C:4]=2[CH:3]=1. (3) Given the reactants FC(F)(F)C(O)=O.[NH2:8][CH2:9][C:10]([NH:12][C:13]1[CH:22]=[CH:21][C:16]([C:17]([O:19][CH3:20])=[O:18])=[CH:15][C:14]=1[F:23])=[O:11].[CH3:24][C:25]([CH3:31])([CH2:28][CH:29]=O)[C:26]#[N:27].CCN(CC)CC, predict the reaction product. The product is: [C:26]([C:25]([CH3:31])([CH3:24])[CH2:28]/[CH:29]=[N:8]/[CH2:9][C:10]([NH:12][C:13]1[CH:22]=[CH:21][C:16]([C:17]([O:19][CH3:20])=[O:18])=[CH:15][C:14]=1[F:23])=[O:11])#[N:27]. (4) Given the reactants [C:1]1([C@H:7]2[CH2:9][C@@H:8]2[NH2:10])[CH:6]=[CH:5][CH:4]=[CH:3][CH:2]=1.O=[C:12]1[CH2:17][CH2:16][CH:15]([NH:18][C:19](=[O:25])[O:20][C:21]([CH3:24])([CH3:23])[CH3:22])[CH2:14][CH2:13]1.C(O)(=O)C.C(O[BH-](OC(=O)C)OC(=O)C)(=O)C.[Na+], predict the reaction product. The product is: [C:1]1([C@H:7]2[CH2:9][C@@H:8]2[NH:10][C@H:12]2[CH2:13][CH2:14][C@H:15]([NH:18][C:19](=[O:25])[O:20][C:21]([CH3:23])([CH3:22])[CH3:24])[CH2:16][CH2:17]2)[CH:6]=[CH:5][CH:4]=[CH:3][CH:2]=1.[C:1]1([C@H:7]2[CH2:9][C@@H:8]2[NH:10][C@@H:12]2[CH2:13][CH2:14][C@H:15]([NH:18][C:19](=[O:25])[O:20][C:21]([CH3:23])([CH3:22])[CH3:24])[CH2:16][CH2:17]2)[CH:6]=[CH:5][CH:4]=[CH:3][CH:2]=1. (5) Given the reactants C([CH:3]=[CH:4][PH:5](=[O:7])[OH:6])C.CC(C(O)C(CO[C:17]([CH:19]([CH3:21])C)=[O:18])(C)C)C, predict the reaction product. The product is: [CH2:4]([P:5]([CH2:21][CH2:19][CH:17]=[O:18])(=[O:6])[OH:7])[CH3:3]. (6) Given the reactants Cl[C:2]1[C:7]([Cl:8])=[CH:6][CH:5]=[CH:4][N:3]=1.[N:9]1[C:17]2[C:12](=[N:13][CH:14]=[CH:15][CH:16]=2)[S:11][C:10]=1[NH2:18].Cl[C:20]1[C:29]2[C:24](=[CH:25][CH:26]=[C:27]([OH:30])[CH:28]=2)[N:23]=[CH:22][N:21]=1, predict the reaction product. The product is: [Cl:8][C:7]1[C:2]([O:30][C:27]2[CH:28]=[C:29]3[C:24](=[CH:25][CH:26]=2)[N:23]=[CH:22][N:21]=[C:20]3[NH:18][C:10]2[S:11][C:12]3[C:17]([N:9]=2)=[CH:16][CH:15]=[CH:14][N:13]=3)=[N:3][CH:4]=[CH:5][CH:6]=1. (7) Given the reactants [CH3:1][O:2][C:3]1[N:8]=[C:7]([C:9](OC)=[O:10])[CH:6]=[CH:5][CH:4]=1.[BH4-].[Na+], predict the reaction product. The product is: [CH3:1][O:2][C:3]1[N:8]=[C:7]([CH2:9][OH:10])[CH:6]=[CH:5][CH:4]=1. (8) Given the reactants [CH3:1][CH:2]([CH3:25])[CH2:3][C@H:4]([N:8]1[CH2:12][C:11]([O:13][C:14]2[C:23]3[C:18](=[CH:19][CH:20]=[CH:21][CH:22]=3)[CH:17]=[CH:16][CH:15]=2)=[CH:10][C:9]1=[O:24])[C:5](O)=[O:6].C(N(CC)C(C)C)(C)C.F[P-](F)(F)(F)(F)F.N1(O[P+](N(C)C)(N(C)C)N(C)C)C2C=CC=CC=2N=N1.[CH3:62][C:63]1([CH3:75])[O:67][C@H:66]([CH2:68][N:69]2[CH:73]=[CH:72][C:71]([NH2:74])=[N:70]2)[CH2:65][O:64]1, predict the reaction product. The product is: [CH3:62][C:63]1([CH3:75])[O:67][C@H:66]([CH2:68][N:69]2[CH:73]=[CH:72][C:71]([NH:74][C:5](=[O:6])[C@@H:4]([N:8]3[CH2:12][C:11]([O:13][C:14]4[C:23]5[C:18](=[CH:19][CH:20]=[CH:21][CH:22]=5)[CH:17]=[CH:16][CH:15]=4)=[CH:10][C:9]3=[O:24])[CH2:3][CH:2]([CH3:25])[CH3:1])=[N:70]2)[CH2:65][O:64]1.